From a dataset of Catalyst prediction with 721,799 reactions and 888 catalyst types from USPTO. Predict which catalyst facilitates the given reaction. Reactant: C([SiH](CC)CC)C.FC(F)(F)C(O)=O.[Cl:15][C:16]1[CH:21]=[C:20]([CH:22](O)[C:23]2[C:24]([C:38]3[CH:43]=[CH:42][CH:41]=[CH:40][CH:39]=3)=[N:25][N:26]3[C:31]([Si](C)(C)C)=[C:30]([O:36][CH3:37])[CH:29]=[CH:28][C:27]=23)[N:19]=[C:18]([C:45]([O:47][CH3:48])=[O:46])[CH:17]=1.C(=O)(O)[O-].[Na+]. Product: [Cl:15][C:16]1[CH:21]=[C:20]([CH2:22][C:23]2[C:24]([C:38]3[CH:43]=[CH:42][CH:41]=[CH:40][CH:39]=3)=[N:25][N:26]3[CH:31]=[C:30]([O:36][CH3:37])[CH:29]=[CH:28][C:27]=23)[N:19]=[C:18]([C:45]([O:47][CH3:48])=[O:46])[CH:17]=1. The catalyst class is: 4.